From a dataset of Full USPTO retrosynthesis dataset with 1.9M reactions from patents (1976-2016). Predict the reactants needed to synthesize the given product. The reactants are: [H-].[Al+3].[Li+].[H-].[H-].[H-].[CH3:7][C:8]1[S:9][C:10]([C:17]2[CH:18]=[C:19]([CH3:23])[CH:20]=[CH:21][CH:22]=2)=[C:11]([C:13](OC)=[O:14])[N:12]=1.O. Given the product [CH3:7][C:8]1[S:9][C:10]([C:17]2[CH:18]=[C:19]([CH3:23])[CH:20]=[CH:21][CH:22]=2)=[C:11]([CH2:13][OH:14])[N:12]=1, predict the reactants needed to synthesize it.